Dataset: Forward reaction prediction with 1.9M reactions from USPTO patents (1976-2016). Task: Predict the product of the given reaction. (1) The product is: [F:16][C:17]1([F:33])[CH2:22][CH2:21][C@H:20]([NH:23][C:24](=[O:30])[O:25][C:26]([CH3:27])([CH3:29])[CH3:28])[C@@H:19]([CH2:31][O:1][C:2]2[CH:7]=[CH:6][C:5]([C:8]3[C:9](=[O:15])[N:10]([CH3:14])[CH:11]=[CH:12][CH:13]=3)=[CH:4][CH:3]=2)[CH2:18]1. Given the reactants [OH:1][C:2]1[CH:7]=[CH:6][C:5]([C:8]2[C:9](=[O:15])[N:10]([CH3:14])[CH:11]=[CH:12][CH:13]=2)=[CH:4][CH:3]=1.[F:16][C:17]1([F:33])[CH2:22][CH2:21][C@H:20]([NH:23][C:24](=[O:30])[O:25][C:26]([CH3:29])([CH3:28])[CH3:27])[C@@H:19]([CH2:31]O)[CH2:18]1.P(CCCC)(CCCC)CCCC.C1CCN(C(N=NC(N2CCCCC2)=O)=O)CC1, predict the reaction product. (2) Given the reactants [CH2:1]([O:3][C:4]([C:6]1[CH:11]=[C:10]([OH:12])[CH:9]=[C:8]([C:13]([O:15][CH2:16][CH3:17])=[O:14])[N:7]=1)=[O:5])[CH3:2].C(=O)([O-])[O-].[K+].[K+].[CH2:24](Br)[C:25]1[CH:30]=[CH:29][CH:28]=[CH:27][CH:26]=1.O, predict the reaction product. The product is: [CH2:1]([O:3][C:4]([C:6]1[CH:11]=[C:10]([O:12][CH2:24][C:25]2[CH:30]=[CH:29][CH:28]=[CH:27][CH:26]=2)[CH:9]=[C:8]([C:13]([O:15][CH2:16][CH3:17])=[O:14])[N:7]=1)=[O:5])[CH3:2].